Dataset: Full USPTO retrosynthesis dataset with 1.9M reactions from patents (1976-2016). Task: Predict the reactants needed to synthesize the given product. Given the product [NH2:1][C:2]1[N:7]=[CH:6][C:5]([CH2:8][CH:9]([C:15]2[N:16]=[CH:17][N:18]([CH2:37][C:36](=[O:39])[NH:35][CH:22]([C:23]3[CH:28]=[CH:27][CH:26]=[CH:25][CH:24]=3)[C:29]3[CH:34]=[CH:33][CH:32]=[CH:31][CH:30]=3)[CH:19]=2)[C:10]([O:12][CH2:13][CH3:14])=[O:11])=[CH:4][CH:3]=1, predict the reactants needed to synthesize it. The reactants are: [NH2:1][C:2]1[N:7]=[CH:6][C:5]([CH2:8][CH:9]([C:15]2[N:16]=[CH:17][NH:18][CH:19]=2)[C:10]([O:12][CH2:13][CH3:14])=[O:11])=[CH:4][CH:3]=1.[H-].[Na+].[CH:22]([NH:35][C:36](=[O:39])[CH2:37]Br)([C:29]1[CH:34]=[CH:33][CH:32]=[CH:31][CH:30]=1)[C:23]1[CH:28]=[CH:27][CH:26]=[CH:25][CH:24]=1.O.